Dataset: CYP2D6 inhibition data for predicting drug metabolism from PubChem BioAssay. Task: Regression/Classification. Given a drug SMILES string, predict its absorption, distribution, metabolism, or excretion properties. Task type varies by dataset: regression for continuous measurements (e.g., permeability, clearance, half-life) or binary classification for categorical outcomes (e.g., BBB penetration, CYP inhibition). Dataset: cyp2d6_veith. (1) The drug is CC(C)(C)NC(=O)C(c1ccccn1)N(C(=O)C1CSC(=O)C1)c1ccc(F)cc1. The result is 0 (non-inhibitor). (2) The compound is Oc1ccccc1C(Sc1nc2ccccc2s1)Sc1nc2ccccc2s1. The result is 0 (non-inhibitor). (3) The result is 0 (non-inhibitor). The drug is COc1ccc(C(=O)N/N=C2/C(=O)c3c(C)cc(C)cc3CC2(C)C)cc1. (4) The drug is CC(=O)NCCNc1nc(-c2ccc(C(=O)N(C)C)cc2)nc2ccccc12. The result is 0 (non-inhibitor).